This data is from Forward reaction prediction with 1.9M reactions from USPTO patents (1976-2016). The task is: Predict the product of the given reaction. Given the reactants [CH3:1][C:2]1[CH:3]=[CH:4][C:5]([C:8]2[CH:9]=[C:10]([CH:15]=[C:16]([S:18]([CH3:21])(=[O:20])=[O:19])[CH:17]=2)[C:11]([O:13]C)=[O:12])=[N:6][CH:7]=1.O.O.O.O.O.O.O.O.[OH-].[Ba+2].[OH-].Cl, predict the reaction product. The product is: [CH3:1][C:2]1[CH:3]=[CH:4][C:5]([C:8]2[CH:9]=[C:10]([CH:15]=[C:16]([S:18]([CH3:21])(=[O:20])=[O:19])[CH:17]=2)[C:11]([OH:13])=[O:12])=[N:6][CH:7]=1.